Dataset: Full USPTO retrosynthesis dataset with 1.9M reactions from patents (1976-2016). Task: Predict the reactants needed to synthesize the given product. (1) Given the product [ClH:29].[NH2:8][C:9]1([CH3:28])[CH2:13][CH2:12][CH2:11][CH:10]1[NH:14][C:15](=[O:27])[O:16][C@@H:17]1[CH2:22][C@H:21]([CH3:23])[CH2:20][CH2:19][C@H:18]1[CH:24]([CH3:25])[CH3:26], predict the reactants needed to synthesize it. The reactants are: C(OC([NH:8][C:9]1([CH3:28])[CH2:13][CH2:12][CH2:11][CH:10]1[NH:14][C:15](=[O:27])[O:16][C@@H:17]1[CH2:22][C@H:21]([CH3:23])[CH2:20][CH2:19][C@H:18]1[CH:24]([CH3:26])[CH3:25])=O)(C)(C)C.[ClH:29]. (2) Given the product [CH:23]1([C:15]2([C:18]([O:20][CH2:21][CH3:22])=[O:19])[CH2:16][CH2:17][N:12]([C:10](=[O:11])[C@H:9]([N:8]=[C:54]=[S:62])[CH2:29][C:30]3[CH:35]=[CH:34][C:33]([O:36][CH3:37])=[CH:32][CH:31]=3)[CH2:13][CH2:14]2)[CH2:28][CH2:27][CH2:26][CH2:25][CH2:24]1, predict the reactants needed to synthesize it. The reactants are: FC(F)(F)C(O)=O.[NH2:8][C@H:9]([CH2:29][C:30]1[CH:35]=[CH:34][C:33]([O:36][CH3:37])=[CH:32][CH:31]=1)[C:10]([N:12]1[CH2:17][CH2:16][C:15]([CH:23]2[CH2:28][CH2:27][CH2:26][CH2:25][CH2:24]2)([C:18]([O:20][CH2:21][CH3:22])=[O:19])[CH2:14][CH2:13]1)=[O:11].C(N(C(C)C)CC)(C)C.N1C=CC=CC=1O[C:54](=[S:62])OC1C=CC=CN=1. (3) Given the product [CH3:1][N:2]1[C:11]2[C:6](=[CH:7][CH:8]=[CH:9][CH:10]=2)[N:5]=[C:4]([CH:12]=[O:15])[C:3]1=[O:13], predict the reactants needed to synthesize it. The reactants are: [CH3:1][N:2]1[C:11]2[C:6](=[CH:7][CH:8]=[CH:9][CH:10]=2)[N:5]=[C:4]([CH3:12])[C:3]1=[O:13].[Se](=O)=[O:15]. (4) Given the product [CH:18]([C:17]1[NH:6][C:7]2[C:8]([CH:16]=1)=[CH:9][C:10]([N+:13]([O-:15])=[O:14])=[CH:11][CH:12]=2)([CH3:24])[CH3:19], predict the reactants needed to synthesize it. The reactants are: C([NH:6][C:7]1[CH:12]=[CH:11][C:10]([N+:13]([O-:15])=[O:14])=[CH:9][C:8]=1[C:16]#[C:17][C:18]([CH3:24])(C)[C:19](OC)=O)(=O)CCC.CCCC[N+](CCCC)(CCCC)CCCC.[F-]. (5) Given the product [CH3:4][P:2]([C:5]1[CH:6]=[C:7]([NH:11][C:12]([NH:13][C:14]2[CH:48]=[CH:47][C:17]([O:18][C:19]3[CH:24]=[CH:23][N:22]=[C:21]4[CH:25]=[C:26]([C:28]5[CH:29]=[CH:30][C:31]([CH2:34][NH:35][CH2:43][CH2:44][O:45][CH3:46])=[CH:32][N:33]=5)[S:27][C:20]=34)=[C:16]([F:49])[CH:15]=2)=[O:50])[CH:8]=[CH:9][CH:10]=1)([CH3:1])=[O:3], predict the reactants needed to synthesize it. The reactants are: [CH3:1][P:2]([C:5]1[CH:6]=[C:7]([NH:11][C:12](=[O:50])[NH:13][C:14]2[CH:48]=[CH:47][C:17]([O:18][C:19]3[CH:24]=[CH:23][N:22]=[C:21]4[CH:25]=[C:26]([C:28]5[N:33]=[CH:32][C:31]([CH2:34][N:35]([CH2:43][CH2:44][O:45][CH3:46])C(=O)OC(C)(C)C)=[CH:30][CH:29]=5)[S:27][C:20]=34)=[C:16]([F:49])[CH:15]=2)[CH:8]=[CH:9][CH:10]=1)([CH3:4])=[O:3].FC(F)(F)C(O)=O. (6) Given the product [C:19]1([C:25]2[S:26][CH:27]=[CH:28][C:29]=2[C:2]2[C:7](=[O:8])[CH:6]=[CH:5][N:4]([C:9]3[CH:14]=[CH:13][CH:12]=[C:11]([C:15]([F:18])([F:17])[F:16])[CH:10]=3)[N:3]=2)[CH:20]=[CH:21][CH:22]=[CH:23][CH:24]=1, predict the reactants needed to synthesize it. The reactants are: Br[C:2]1[C:7](=[O:8])[CH:6]=[CH:5][N:4]([C:9]2[CH:14]=[CH:13][CH:12]=[C:11]([C:15]([F:18])([F:17])[F:16])[CH:10]=2)[N:3]=1.[C:19]1([C:25]2[S:26][CH:27]=[CH:28][C:29]=2B(O)O)[CH:24]=[CH:23][CH:22]=[CH:21][CH:20]=1.C([O-])([O-])=O.[Na+].[Na+]. (7) Given the product [F:29][C:30]1[CH:35]=[CH:34][C:33]([F:36])=[CH:32][C:31]=1[C@@H:37]1[C@@H:42]([NH:43][C:44](=[O:50])[O:45][C:46]([CH3:48])([CH3:47])[CH3:49])[CH2:41][C@@H:40]([N:27]2[CH2:26][C:24]3[C:23](=[N:22][N:21]([S:18]([CH3:17])(=[O:19])=[O:20])[CH:25]=3)[CH2:28]2)[CH2:39][O:38]1, predict the reactants needed to synthesize it. The reactants are: CN(C)C(=O)C.C1(S([O-])(=O)=O)C=CC=CC=1.[CH3:17][S:18]([N:21]1[CH:25]=[C:24]2[CH2:26][NH2+:27][CH2:28][C:23]2=[N:22]1)(=[O:20])=[O:19].[F:29][C:30]1[CH:35]=[CH:34][C:33]([F:36])=[CH:32][C:31]=1[C@@H:37]1[C@@H:42]([NH:43][C:44](=[O:50])[O:45][C:46]([CH3:49])([CH3:48])[CH3:47])[CH2:41][C:40](=O)[CH2:39][O:38]1.C(O[BH-](OC(=O)C)OC(=O)C)(=O)C.[Na+].